From a dataset of Catalyst prediction with 721,799 reactions and 888 catalyst types from USPTO. Predict which catalyst facilitates the given reaction. (1) Reactant: [CH:1]([NH2:3])=O.[NH2:4][C:5]1[N:9]([CH2:10][CH2:11][CH2:12][CH2:13][CH2:14][CH2:15][CH2:16][CH3:17])[N:8]=[CH:7][C:6]=1[C:18]#[N:19].[NH2:20][C:21]1C(C#N)=CN(CCCCCCCC)[N:22]=1. Product: [CH2:10]([N:9]1[C:5]2=[N:4][CH:21]=[N:20][C:1]([NH2:3])=[C:6]2[CH:7]=[N:8]1)[CH2:11][CH2:12][CH2:13][CH2:14][CH2:15][CH2:16][CH3:17].[CH2:10]([N:9]1[CH:5]=[C:6]2[C:7]([N:20]=[CH:21][N:22]=[C:18]2[NH2:19])=[N:8]1)[CH2:11][CH2:12][CH2:13][CH2:14][CH2:15][CH2:16][CH3:17]. The catalyst class is: 98. (2) Reactant: [CH2:1]([O:3][C:4]([C:6]1[C:7]([O:25][C:26](=[O:28])[CH3:27])=[C:8]2[CH:16]=[CH:15][N:14]([CH2:17][C:18]3[CH:23]=[CH:22][CH:21]=[C:20]([F:24])[CH:19]=3)[C:9]2=[C:10]([C:12]#[N:13])[N:11]=1)=[O:5])[CH3:2].C1C(=O)N([Cl:36])C(=O)C1. Product: [CH2:1]([O:3][C:4]([C:6]1[C:7]([O:25][C:26](=[O:28])[CH3:27])=[C:8]2[C:16]([Cl:36])=[CH:15][N:14]([CH2:17][C:18]3[CH:23]=[CH:22][CH:21]=[C:20]([F:24])[CH:19]=3)[C:9]2=[C:10]([C:12]#[N:13])[N:11]=1)=[O:5])[CH3:2]. The catalyst class is: 23.